From a dataset of Catalyst prediction with 721,799 reactions and 888 catalyst types from USPTO. Predict which catalyst facilitates the given reaction. (1) Reactant: C(O[CH2:21][CH2:22][CH:23]([CH3:35])[CH2:24][CH2:25][CH2:26][CH:27]([CH3:34])[CH2:28][CH2:29][CH2:30][CH:31]([CH3:33])[CH3:32])(=O)CCCCCCCCCCCCCCCCC.C(O)(=O)CCCCCCCCCCCCCCCCC. Product: [CH3:35][CH:23]([CH2:24][CH2:25][CH2:26][CH:27]([CH3:34])[CH2:28][CH2:29][CH2:30][CH:31]([CH3:33])[CH3:32])[CH:22]=[CH2:21]. The catalyst class is: 605. (2) Reactant: [F:1][C:2]([F:19])([F:18])[C:3]1[CH:8]=[CH:7][C:6]([C:9]2[C:10]([C:15](Cl)=[O:16])=[CH:11][CH:12]=[CH:13][CH:14]=2)=[CH:5][CH:4]=1.[N:20]1[CH:25]=[CH:24][CH:23]=[CH:22][C:21]=1[CH2:26][CH2:27][O:28][C:29]1[N:34]=[CH:33][C:32]([NH2:35])=[CH:31][CH:30]=1.C(N(CC)CC)C.C(OCC)(=O)C. Product: [N:20]1[CH:25]=[CH:24][CH:23]=[CH:22][C:21]=1[CH2:26][CH2:27][O:28][C:29]1[N:34]=[CH:33][C:32]([NH:35][C:15]([C:10]2[C:9]([C:6]3[CH:7]=[CH:8][C:3]([C:2]([F:19])([F:18])[F:1])=[CH:4][CH:5]=3)=[CH:14][CH:13]=[CH:12][CH:11]=2)=[O:16])=[CH:31][CH:30]=1. The catalyst class is: 30. (3) Reactant: [Cl:1][C:2]1[C:3]([F:33])=[C:4]([NH:9][C:10]2[C:19]3[C:14](=[CH:15][C:16]([OH:32])=[C:17]([O:20][CH:21]4[CH2:24][N:23](C(OCCCC)=O)[CH2:22]4)[CH:18]=3)[N:13]=[CH:12][N:11]=2)[CH:5]=[CH:6][C:7]=1[F:8]. Product: [NH:23]1[CH2:24][CH:21]([O:20][C:17]2[CH:18]=[C:19]3[C:14](=[CH:15][C:16]=2[OH:32])[N:13]=[CH:12][N:11]=[C:10]3[NH:9][C:4]2[CH:5]=[CH:6][C:7]([F:8])=[C:2]([Cl:1])[C:3]=2[F:33])[CH2:22]1. The catalyst class is: 557. (4) Reactant: CS[C:3]([N:7]1[N:11]=[CH:10][C:9]2([CH2:15][CH2:14][CH2:13][CH2:12]2)[CH2:8]1)=[N:4][CH2:5][CH3:6].[C:16]([NH:19][C:20]1[CH:25]=[CH:24][C:23]([S:26]([NH2:29])(=[O:28])=[O:27])=[CH:22][CH:21]=1)(=[O:18])[CH3:17]. Product: [CH2:8]1[C:9]2([CH2:12][CH2:13][CH2:14][CH2:15]2)[CH:10]=[N:11][N:7]1[C:3](=[N:29][S:26]([C:23]1[CH:22]=[CH:21][C:20]([NH:19][C:16](=[O:18])[CH3:17])=[CH:25][CH:24]=1)(=[O:27])=[O:28])[NH:4][CH2:5][CH3:6]. The catalyst class is: 10. (5) Reactant: [CH2:1]([C:3]1[S:29][C:6]2[N:7]([CH2:13][C:14]3[CH:19]=[CH:18][C:17]([C:20]4[C:21]([C:26]#[N:27])=[CH:22][CH:23]=[CH:24][CH:25]=4)=[CH:16][C:15]=3[F:28])[C:8](=[O:12])[NH:9][C:10](=[O:11])[C:5]=2[CH:4]=1)[CH3:2].Br[CH2:31][C:32]([C:34]1[CH:39]=[CH:38][C:37]([O:40][CH3:41])=[C:36]([F:42])[CH:35]=1)=[O:33].CN(C)C=O.[H-].[Na+]. Product: [CH2:1]([C:3]1[S:29][C:6]2[N:7]([CH2:13][C:14]3[CH:19]=[CH:18][C:17]([C:20]4[C:21]([C:26]#[N:27])=[CH:22][CH:23]=[CH:24][CH:25]=4)=[CH:16][C:15]=3[F:28])[C:8](=[O:12])[N:9]([CH2:31][C:32]([C:34]3[CH:39]=[CH:38][C:37]([O:40][CH3:41])=[C:36]([F:42])[CH:35]=3)=[O:33])[C:10](=[O:11])[C:5]=2[CH:4]=1)[CH3:2]. The catalyst class is: 13.